From a dataset of Forward reaction prediction with 1.9M reactions from USPTO patents (1976-2016). Predict the product of the given reaction. (1) Given the reactants [CH3:1][N:2]1[C:6]([CH3:7])=[CH:5][C:4]([CH:8]=O)=[N:3]1.[CH3:10][O:11][CH2:12][CH2:13][NH2:14].[C:15]1(=[O:26])[O:21][C:19](=O)[C:18]2=[CH:22][CH:23]=[CH:24][CH:25]=[C:17]2[CH2:16]1.[CH3:27][O:28][C:29]1[CH:30]=[C:31]([CH:33]=[CH:34][CH:35]=1)[NH2:32], predict the reaction product. The product is: [CH3:1][N:2]1[C:6]([CH3:7])=[CH:5][C:4]([CH:8]2[CH:16]([C:15]([NH:32][C:31]3[CH:33]=[CH:34][CH:35]=[C:29]([O:28][CH3:27])[CH:30]=3)=[O:26])[C:17]3[C:18](=[CH:22][CH:23]=[CH:24][CH:25]=3)[C:19](=[O:21])[N:14]2[CH2:13][CH2:12][O:11][CH3:10])=[N:3]1. (2) The product is: [C:1]([N:5]1[C:9]([NH:10][C:12](=[O:14])[CH3:13])=[CH:8][C:7]([CH3:11])=[N:6]1)([CH3:4])([CH3:3])[CH3:2]. Given the reactants [C:1]([N:5]1[C:9]([NH2:10])=[CH:8][C:7]([CH3:11])=[N:6]1)([CH3:4])([CH3:3])[CH3:2].[C:12](OC(=O)C)(=[O:14])[CH3:13], predict the reaction product. (3) Given the reactants Cl.[Cl:2][C:3]1[CH:4]=[C:5]([C@:10]23[CH2:15][C@H:14]2[CH2:13][NH:12][CH2:11]3)[CH:6]=[CH:7][C:8]=1[Cl:9].C([C@@H]1[O:20]C1)Cl, predict the reaction product. The product is: [OH:20][CH2:13][CH:14]1[CH2:15][C:10]1([C:5]1[CH:6]=[CH:7][C:8]([Cl:9])=[C:3]([Cl:2])[CH:4]=1)[C:11]#[N:12]. (4) Given the reactants CC([S@@](N)=O)(C)C.ClC1C=C(CCC(=O)C)C=CC=1Cl.[Cl:21][C:22]1[CH:23]=[C:24]([CH2:29][CH2:30]/[C:31](=[N:33]/[S@:34]([C:36]([CH3:39])([CH3:38])[CH3:37])=[O:35])/[CH3:32])[CH:25]=[CH:26][C:27]=1[Cl:28].CCC(C)[BH-](C(C)CC)C(C)CC.[Li+], predict the reaction product. The product is: [Cl:21][C:22]1[CH:23]=[C:24]([CH2:29][CH2:30][C@H:31]([NH:33][S@:34]([C:36]([CH3:37])([CH3:39])[CH3:38])=[O:35])[CH3:32])[CH:25]=[CH:26][C:27]=1[Cl:28]. (5) Given the reactants [CH2:1]([Li])CCC.[CH3:6][C:7]1[C:8]([C:12]([OH:14])=[O:13])=[CH:9][S:10][CH:11]=1.IC, predict the reaction product. The product is: [CH3:1][C:9]1[S:10][CH:11]=[C:7]([CH3:6])[C:8]=1[C:12]([OH:14])=[O:13]. (6) Given the reactants [CH3:1][O:2][C:3]1[CH:8]=[C:7]([O:9][CH3:10])[N:6]=[C:5](N)[N:4]=1.N([O-])=[O:13].[Na+], predict the reaction product. The product is: [CH3:1][O:2][C:3]1[CH:8]=[C:7]([O:9][CH3:10])[NH:6][C:5](=[O:13])[N:4]=1.